Dataset: NCI-60 drug combinations with 297,098 pairs across 59 cell lines. Task: Regression. Given two drug SMILES strings and cell line genomic features, predict the synergy score measuring deviation from expected non-interaction effect. (1) Drug 1: C1CCC(C1)C(CC#N)N2C=C(C=N2)C3=C4C=CNC4=NC=N3. Drug 2: CC12CCC3C(C1CCC2O)C(CC4=C3C=CC(=C4)O)CCCCCCCCCS(=O)CCCC(C(F)(F)F)(F)F. Cell line: HT29. Synergy scores: CSS=2.88, Synergy_ZIP=2.08, Synergy_Bliss=3.22, Synergy_Loewe=-11.2, Synergy_HSA=-1.72. (2) Drug 1: CS(=O)(=O)C1=CC(=C(C=C1)C(=O)NC2=CC(=C(C=C2)Cl)C3=CC=CC=N3)Cl. Drug 2: C(=O)(N)NO. Cell line: NCI-H226. Synergy scores: CSS=4.74, Synergy_ZIP=-2.72, Synergy_Bliss=-3.18, Synergy_Loewe=-3.50, Synergy_HSA=-2.67. (3) Drug 1: CCC1=C2CN3C(=CC4=C(C3=O)COC(=O)C4(CC)O)C2=NC5=C1C=C(C=C5)O. Drug 2: COCCOC1=C(C=C2C(=C1)C(=NC=N2)NC3=CC=CC(=C3)C#C)OCCOC.Cl. Cell line: T-47D. Synergy scores: CSS=33.5, Synergy_ZIP=5.63, Synergy_Bliss=5.33, Synergy_Loewe=2.99, Synergy_HSA=3.10. (4) Drug 1: CCC1=CC2CC(C3=C(CN(C2)C1)C4=CC=CC=C4N3)(C5=C(C=C6C(=C5)C78CCN9C7C(C=CC9)(C(C(C8N6C)(C(=O)OC)O)OC(=O)C)CC)OC)C(=O)OC.C(C(C(=O)O)O)(C(=O)O)O. Drug 2: CC(C)NC(=O)C1=CC=C(C=C1)CNNC.Cl. Cell line: HL-60(TB). Synergy scores: CSS=17.0, Synergy_ZIP=-0.631, Synergy_Bliss=1.21, Synergy_Loewe=-39.0, Synergy_HSA=-1.76. (5) Drug 1: C(=O)(N)NO. Drug 2: CN(CC1=CN=C2C(=N1)C(=NC(=N2)N)N)C3=CC=C(C=C3)C(=O)NC(CCC(=O)O)C(=O)O. Cell line: SNB-75. Synergy scores: CSS=20.3, Synergy_ZIP=-5.70, Synergy_Bliss=-1.45, Synergy_Loewe=-21.0, Synergy_HSA=-1.41.